Dataset: Forward reaction prediction with 1.9M reactions from USPTO patents (1976-2016). Task: Predict the product of the given reaction. (1) The product is: [Cl:1][C:2]1[CH:3]=[C:4]2[C:12](=[CH:13][CH:14]=1)[NH:11][C:10]1[CH2:9][CH2:8][CH:7]([CH2:15][NH2:17])[CH2:6][C:5]2=1. Given the reactants [Cl:1][C:2]1[CH:3]=[C:4]2[C:12](=[CH:13][CH:14]=1)[NH:11][C:10]1[CH2:9][CH2:8][CH:7]([C:15]([NH2:17])=O)[CH2:6][C:5]2=1.[H-].[Al+3].[Li+].[H-].[H-].[H-].O, predict the reaction product. (2) Given the reactants Br[C:2]1[CH:7]=[CH:6][CH:5]=[CH:4][C:3]=1[CH2:8][CH2:9][CH2:10][N:11]1[C:19]2[C:14](=[CH:15][CH:16]=[C:17]([C:20]([O:22][CH3:23])=[O:21])[CH:18]=2)[C:13]([CH:24]2[CH2:29][CH2:28][CH2:27][CH2:26][CH2:25]2)=[CH:12]1.C([O-])(=O)C.[K+].O, predict the reaction product. The product is: [CH:24]1([C:13]2[C:14]3[CH:15]=[CH:16][C:17]([C:20]([O:22][CH3:23])=[O:21])=[CH:18][C:19]=3[N:11]3[CH2:10][CH2:9][CH2:8][C:3]4[CH:4]=[CH:5][CH:6]=[CH:7][C:2]=4[C:12]=23)[CH2:25][CH2:26][CH2:27][CH2:28][CH2:29]1. (3) Given the reactants [Br:1][C:2]1[C:7]([CH3:8])=[C:6]([C:9]#[N:10])[CH:5]=[CH:4][N:3]=1.C(=O)(O)[O-].[Na+].Cl.[NH2:17][OH:18], predict the reaction product. The product is: [Br:1][C:2]1[C:7]([CH3:8])=[C:6]([C:9](=[NH:10])[NH:17][OH:18])[CH:5]=[CH:4][N:3]=1. (4) Given the reactants [C:1]([O:5][CH:6]([C:11]1[C:12]([C:21]2[CH:22]=[C:23]3[C:28](=[CH:29][CH:30]=2)[O:27][CH2:26][CH2:25][CH2:24]3)=[C:13]2[CH:20]=[CH:19][NH:18][C:14]2=[N:15][C:16]=1[CH3:17])[C:7]([O:9]C)=[O:8])([CH3:4])([CH3:3])[CH3:2].[CH2:31](Br)[C:32]1[CH:37]=[CH:36][CH:35]=[CH:34][CH:33]=1, predict the reaction product. The product is: [CH2:31]([N:18]1[C:14]2=[N:15][C:16]([CH3:17])=[C:11]([CH:6]([O:5][C:1]([CH3:3])([CH3:2])[CH3:4])[C:7]([OH:9])=[O:8])[C:12]([C:21]3[CH:22]=[C:23]4[C:28](=[CH:29][CH:30]=3)[O:27][CH2:26][CH2:25][CH2:24]4)=[C:13]2[CH:20]=[CH:19]1)[C:32]1[CH:37]=[CH:36][CH:35]=[CH:34][CH:33]=1. (5) Given the reactants Br[C:2]1[CH:3]=[C:4]([CH:20]([CH3:22])[CH3:21])[CH:5]=[C:6]2[C:10]=1[NH:9][C:8]1[C:11]([CH2:17][CH2:18][OH:19])([CH2:15][CH3:16])[O:12][CH2:13][CH2:14][C:7]2=1.[CH:23]([C:25]1[CH:26]=[C:27](B(O)O)[CH:28]=[CH:29][CH:30]=1)=[O:24], predict the reaction product. The product is: [CH2:15]([C:11]1([CH2:17][CH2:18][OH:19])[C:8]2[NH:9][C:10]3[C:6]([C:7]=2[CH2:14][CH2:13][O:12]1)=[CH:5][C:4]([CH:20]([CH3:22])[CH3:21])=[CH:3][C:2]=3[C:29]1[CH:30]=[C:25]([CH:26]=[CH:27][CH:28]=1)[CH:23]=[O:24])[CH3:16]. (6) Given the reactants C[O:2][C:3](=O)[CH2:4][C:5]([NH:7][C:8]1[CH:13]=[CH:12][C:11]([O:14][CH2:15][C:16]2[CH:21]=[C:20]([F:22])[C:19]([F:23])=[CH:18][C:17]=2[F:24])=[CH:10][CH:9]=1)=[O:6].[OH-].[NH4+:27], predict the reaction product. The product is: [F:24][C:17]1[CH:18]=[C:19]([F:23])[C:20]([F:22])=[CH:21][C:16]=1[CH2:15][O:14][C:11]1[CH:12]=[CH:13][C:8]([NH:7][C:5](=[O:6])[CH2:4][C:3]([NH2:27])=[O:2])=[CH:9][CH:10]=1.